Predict the product of the given reaction. From a dataset of Forward reaction prediction with 1.9M reactions from USPTO patents (1976-2016). (1) Given the reactants [C:1]([O:5][C:6](=[O:32])[N:7]([CH2:19][C:20]1[CH:25]=[CH:24][C:23]([C:26]2[CH:31]=[CH:30][CH:29]=[CH:28][CH:27]=2)=[CH:22][CH:21]=1)[C@H:8]1[CH2:12][CH2:11][C@@H:10]([C:13](=[O:18])N(OC)C)[CH2:9]1)([CH3:4])([CH3:3])[CH3:2].[Br-].O.Cl, predict the reaction product. The product is: [C:1]([O:5][C:6](=[O:32])[N:7]([CH2:19][C:20]1[CH:21]=[CH:22][C:23]([C:26]2[CH:31]=[CH:30][CH:29]=[CH:28][CH:27]=2)=[CH:24][CH:25]=1)[C@H:8]1[CH2:12][CH2:11][C@@H:10]([C:13](=[O:18])[CH2:10][CH2:9][CH:8]=[CH2:12])[CH2:9]1)([CH3:4])([CH3:2])[CH3:3]. (2) Given the reactants C([O-])(=O)CC[CH2:4][CH2:5][CH2:6][CH2:7][CH2:8][CH2:9][CH3:10].C([P+](CCCCCC)(CCCCCC)[CH2:4][CH2:5][CH2:6][CH2:7][CH2:8][CH2:9][CH2:10][CH2:4][CH2:5][CH2:6][CH2:7][CH2:8][CH2:9][CH3:10])CCCCC.CC(C)([O-])C.[K+].[NH:52]1[CH2:57][CH2:56][O:55][CH2:54][CH2:53]1.ClC1C=CC(C)=CC=1, predict the reaction product. The product is: [C:5]1([CH3:4])[CH:6]=[CH:7][C:8]([N:52]2[CH2:57][CH2:56][O:55][CH2:54][CH2:53]2)=[CH:9][CH:10]=1. (3) Given the reactants [NH3:1].[CH:2]([C:4]1[CH:9]=[CH:8][C:7]([S:10](Cl)(=[O:12])=[O:11])=[CH:6][CH:5]=1)=[O:3], predict the reaction product. The product is: [CH:2]([C:4]1[CH:9]=[CH:8][C:7]([S:10]([NH2:1])(=[O:12])=[O:11])=[CH:6][CH:5]=1)=[O:3]. (4) Given the reactants CN(C(ON1N=NC2C=CC=NC1=2)=[N+](C)C)C.F[P-](F)(F)(F)(F)F.[Cl:25][C:26]1[CH:27]=[C:28]([C:52](O)=[O:53])[CH:29]=[N:30][C:31]=1[NH:32][NH:33][C:34]([NH:36][CH:37]1[C:43]2[CH:44]=[CH:45][CH:46]=[CH:47][C:42]=2[CH2:41][CH2:40][C:39]2[CH:48]=[CH:49][CH:50]=[CH:51][C:38]1=2)=[S:35].Cl.[CH2:56]([O:58][C:59](=[O:63])[CH2:60][NH:61][CH3:62])[CH3:57].CCN(C(C)C)C(C)C, predict the reaction product. The product is: [CH2:56]([O:58][C:59](=[O:63])[CH2:60][N:61]([C:52]([C:28]1[CH:29]=[N:30][C:31]([NH:32][NH:33][C:34]([NH:36][CH:37]2[C:43]3[CH:44]=[CH:45][CH:46]=[CH:47][C:42]=3[CH2:41][CH2:40][C:39]3[CH:48]=[CH:49][CH:50]=[CH:51][C:38]2=3)=[S:35])=[C:26]([Cl:25])[CH:27]=1)=[O:53])[CH3:62])[CH3:57]. (5) Given the reactants Br[CH2:2][C:3](Br)=[O:4].[CH2:6]([O:8][C:9]1[CH:16]=[CH:15][CH:14]=[CH:13][C:10]=1[CH2:11][NH2:12])[CH3:7].[CH3:17][O:18][C:19]1[CH:20]=[C:21]([CH:38]=[CH:39][C:40]=1[O:41][CH3:42])[CH2:22][CH:23]1[C:29]2[CH:30]=[C:31]([O:36][CH3:37])[C:32]([O:34][CH3:35])=[CH:33][C:28]=2[O:27][CH2:26][CH2:25][NH:24]1, predict the reaction product. The product is: [CH3:17][O:18][C:19]1[CH:20]=[C:21]([CH:38]=[CH:39][C:40]=1[O:41][CH3:42])[CH2:22][CH:23]1[C:29]2[CH:30]=[C:31]([O:36][CH3:37])[C:32]([O:34][CH3:35])=[CH:33][C:28]=2[O:27][CH2:26][CH2:25][N:24]1[CH2:2][C:3]([NH:12][CH2:11][C:10]1[CH:13]=[CH:14][CH:15]=[CH:16][C:9]=1[O:8][CH2:6][CH3:7])=[O:4]. (6) Given the reactants [NH:1]1[CH2:6][CH2:5][CH:4]([CH2:7][CH2:8][OH:9])[CH2:3][CH2:2]1.Cl[CH2:11][C:12]#[N:13].C(N(CC)CC)C, predict the reaction product. The product is: [OH:9][CH2:8][CH2:7][CH:4]1[CH2:5][CH2:6][N:1]([CH2:11][C:12]#[N:13])[CH2:2][CH2:3]1. (7) Given the reactants [Br:1][C:2]1[CH:3]=[CH:4][C:5]([Cl:16])=[C:6]([CH:15]=1)[CH2:7][C:8]1[CH:13]=[CH:12][C:11]([OH:14])=[CH:10][CH:9]=1.[H-].[Na+].Cl[CH2:20][O:21][CH2:22]Cl.O, predict the reaction product. The product is: [Br:1][C:2]1[CH:3]=[CH:4][C:5]([Cl:16])=[C:6]([CH2:7][C:8]2[CH:13]=[CH:12][C:11]([O:14][CH2:20][O:21][CH3:22])=[CH:10][CH:9]=2)[CH:15]=1. (8) Given the reactants [CH3:1][O:2][C:3]([NH:5][C@@H:6]([CH2:30][C:31]1[CH:36]=[CH:35][CH:34]=[CH:33][CH:32]=1)[C:7]([NH:9][C@H:10]([C:23]1[N:24]=[C:25]([CH2:28][CH3:29])[S:26][CH:27]=1)[CH2:11][C:12]1[CH:17]=[CH:16][C:15]([NH:18]S(=O)(=O)O)=[CH:14][CH:13]=1)=[O:8])=[O:4].[NH4+].[OH-:38].C[OH:40], predict the reaction product. The product is: [CH2:28]([C:25]1[S:26][CH:27]=[C:23]([C@@H:10]([NH:9][C:7](=[O:8])[C@@H:6]([NH:5][C:3](=[O:4])[O:2][CH3:1])[CH2:30][C:31]2[CH:36]=[CH:35][CH:34]=[CH:33][CH:32]=2)[CH2:11][C:12]2[CH:17]=[CH:16][C:15]([N+:18]([O-:40])=[O:38])=[CH:14][CH:13]=2)[N:24]=1)[CH3:29].